This data is from Full USPTO retrosynthesis dataset with 1.9M reactions from patents (1976-2016). The task is: Predict the reactants needed to synthesize the given product. (1) Given the product [CH:16]1([CH2:23][NH:24][C:37]([C:10]2[C:11]3[CH:12]=[CH:13][N:4]([CH2:3][CH2:2][OH:1])[C:5](=[O:15])[C:6]=3[CH:7]=[CH:8][CH:9]=2)=[O:36])[CH2:22][CH2:21][CH2:20][CH2:19][CH2:18][CH2:17]1, predict the reactants needed to synthesize it. The reactants are: [OH:1][CH2:2][CH2:3][N:4]1[CH:13]=[CH:12][C:11]2[C:6](=[CH:7][CH:8]=[CH:9][C:10]=2I)[C:5]1=[O:15].[CH:16]1([CH2:23][NH2:24])[CH2:22][CH2:21][CH2:20][CH2:19][CH2:18][CH2:17]1.N12CCCN=C1CCCCC2.[O:36]1CCOC[CH2:37]1. (2) The reactants are: [NH2:1][C:2]1[CH:3]=[C:4]([S:9]([NH:12][C@H:13]2[CH2:18][CH2:17][C@H:16]([C:19]([O:21][CH3:22])=[O:20])[CH2:15][CH2:14]2)(=[O:11])=[O:10])[CH:5]=[CH:6][C:7]=1[Cl:8].[CH:23](=O)[CH3:24].C(O[BH-](OC(=O)C)OC(=O)C)(=O)C.[Na+]. Given the product [Cl:8][C:7]1[CH:6]=[CH:5][C:4]([S:9]([NH:12][C@H:13]2[CH2:14][CH2:15][C@H:16]([C:19]([O:21][CH3:22])=[O:20])[CH2:17][CH2:18]2)(=[O:10])=[O:11])=[CH:3][C:2]=1[NH:1][CH2:23][CH3:24], predict the reactants needed to synthesize it. (3) Given the product [Cl:9][C:4]1[N:3]=[C:2]([I:1])[CH:7]=[C:6]([C:10]2[CH:15]=[CH:14][CH:13]=[CH:12][CH:11]=2)[N:5]=1, predict the reactants needed to synthesize it. The reactants are: [I:1][C:2]1[CH:7]=[C:6](I)[N:5]=[C:4]([Cl:9])[N:3]=1.[C:10]1(B(O)O)[CH:15]=[CH:14][CH:13]=[CH:12][CH:11]=1.C([O-])([O-])=O.[K+].[K+]. (4) Given the product [CH3:1][O:2][C:3]1[C:11]2[NH:10][C:9]([C:12]3[S:13][CH:14]=[CH:15][CH:16]=3)=[N:8][C:7]=2[C:6]([C:17]([NH:20][CH2:21][CH:22]2[CH2:27][CH2:26][CH2:25][N:24]([C:28]([O:30][C:31]([CH3:34])([CH3:33])[CH3:32])=[O:29])[CH2:23]2)=[O:19])=[CH:5][CH:4]=1, predict the reactants needed to synthesize it. The reactants are: [CH3:1][O:2][C:3]1[C:11]2[N:10]=[C:9]([C:12]3[S:13][CH:14]=[CH:15][CH:16]=3)[NH:8][C:7]=2[C:6]([C:17]([OH:19])=O)=[CH:5][CH:4]=1.[NH2:20][CH2:21][CH:22]1[CH2:27][CH2:26][CH2:25][N:24]([C:28]([O:30][C:31]([CH3:34])([CH3:33])[CH3:32])=[O:29])[CH2:23]1. (5) Given the product [CH2:1]([O:8][C:9]1[CH:14]=[C:13]([O:15][CH2:16][C:17]2[CH:22]=[CH:21][CH:20]=[CH:19][CH:18]=2)[C:12]([CH:23]([CH3:25])[CH3:24])=[CH:11][C:10]=1[C:26]1[O:30][N:29]=[C:28]([C:31]([NH:33][CH2:34][CH3:35])=[O:32])[C:27]=1[C:36]1[O:40][N:39]=[C:38]([C:41]#[N:43])[CH:37]=1)[C:2]1[CH:3]=[CH:4][CH:5]=[CH:6][CH:7]=1, predict the reactants needed to synthesize it. The reactants are: [CH2:1]([O:8][C:9]1[CH:14]=[C:13]([O:15][CH2:16][C:17]2[CH:22]=[CH:21][CH:20]=[CH:19][CH:18]=2)[C:12]([CH:23]([CH3:25])[CH3:24])=[CH:11][C:10]=1[C:26]1[O:30][N:29]=[C:28]([C:31]([NH:33][CH2:34][CH3:35])=[O:32])[C:27]=1[C:36]1[O:40][N:39]=[C:38]([C:41]([NH2:43])=O)[CH:37]=1)[C:2]1[CH:7]=[CH:6][CH:5]=[CH:4][CH:3]=1.S(Cl)(Cl)=O.